Dataset: Peptide-MHC class I binding affinity with 185,985 pairs from IEDB/IMGT. Task: Regression. Given a peptide amino acid sequence and an MHC pseudo amino acid sequence, predict their binding affinity value. This is MHC class I binding data. (1) The peptide sequence is RIDGAHLTK. The MHC is HLA-A31:01 with pseudo-sequence HLA-A31:01. The binding affinity (normalized) is 0.306. (2) The peptide sequence is IEVKDTKEAL. The MHC is HLA-B15:09 with pseudo-sequence HLA-B15:09. The binding affinity (normalized) is 0.132.